This data is from Catalyst prediction with 721,799 reactions and 888 catalyst types from USPTO. The task is: Predict which catalyst facilitates the given reaction. (1) Reactant: [NH2:1][C:2]1[N:7]=[CH:6][NH:5][C:4](=[O:8])[C:3]=1[CH2:9][CH:10](OCC)OCC. Product: [N:7]1[C:2]2[NH:1][CH:10]=[CH:9][C:3]=2[C:4](=[O:8])[NH:5][CH:6]=1. The catalyst class is: 33. (2) Reactant: Cl.[O:2]1[CH2:7][CH2:6][CH:5]([NH2:8])[CH2:4][CH2:3]1.Cl[C:10]([O:12][C:13]1[CH:18]=[CH:17][C:16]([N+:19]([O-:21])=[O:20])=[CH:15][CH:14]=1)=[O:11].C(N(C(C)C)CC)(C)C.C(=O)([O-])O.[Na+]. Product: [O:2]1[CH2:7][CH2:6][CH:5]([NH:8][C:10](=[O:11])[O:12][C:13]2[CH:14]=[CH:15][C:16]([N+:19]([O-:21])=[O:20])=[CH:17][CH:18]=2)[CH2:4][CH2:3]1. The catalyst class is: 4. (3) Reactant: [C:1]([N:20]1[CH:24]=[C:23]([NH:25][C:26](=O)[C:27]2[CH:32]=[CH:31][CH:30]=[CH:29][CH:28]=2)[N:22]=[CH:21]1)([C:14]1[CH:19]=[CH:18][CH:17]=[CH:16][CH:15]=1)([C:8]1[CH:13]=[CH:12][CH:11]=[CH:10][CH:9]=1)[C:2]1[CH:7]=[CH:6][CH:5]=[CH:4][CH:3]=1.[H-].[Al+3].[Li+].[H-].[H-].[H-].O. Product: [CH2:26]([NH:25][C:23]1[N:22]=[CH:21][N:20]([C:1]([C:14]2[CH:19]=[CH:18][CH:17]=[CH:16][CH:15]=2)([C:8]2[CH:9]=[CH:10][CH:11]=[CH:12][CH:13]=2)[C:2]2[CH:7]=[CH:6][CH:5]=[CH:4][CH:3]=2)[CH:24]=1)[C:27]1[CH:28]=[CH:29][CH:30]=[CH:31][CH:32]=1. The catalyst class is: 7. (4) Reactant: C(O)(C(F)(F)F)=O.[CH2:8]([O:50][CH:51]1[C@H:55]2[C@H:56](OC3CCCCO3)[N:57](C(OC(C)(C)C)=O)[C:58]3[CH:65]=[CH:64][C:63]([O:66][CH3:67])=[CH:62][C:59]=3[C:60](=[O:61])[N:54]2[CH2:53][CH2:52]1)[CH2:9][CH2:10][CH2:11][CH2:12][CH2:13][CH2:14][CH2:15][CH2:16][CH2:17][O:18][CH:19]1[C@H:23]2[C@H:24](OC3CCCCO3)[N:25](C(OC(C)(C)C)=O)[C:26]3[CH:33]=[CH:32][C:31]([O:34][CH3:35])=[CH:30][C:27]=3[C:28](=[O:29])[N:22]2[CH2:21][CH2:20]1.C([O-])(O)=O.[Na+]. Product: [CH2:17]([O:18][CH:19]1[C@@H:23]2[CH:24]=[N:25][C:26]3[CH:33]=[CH:32][C:31]([O:34][CH3:35])=[CH:30][C:27]=3[C:28](=[O:29])[N:22]2[CH2:21][CH2:20]1)[CH2:16][CH2:15][CH2:14][CH2:13][CH2:12][CH2:11][CH2:10][CH2:9][CH2:8][O:50][CH:51]1[C@@H:55]2[CH:56]=[N:57][C:58]3[CH:65]=[CH:64][C:63]([O:66][CH3:67])=[CH:62][C:59]=3[C:60](=[O:61])[N:54]2[CH2:53][CH2:52]1. The catalyst class is: 254.